Predict the reaction yield, written as a fraction of the theoretical maximum amount of product (1.0 means a 100% yield; for example, 0.34 means a 34% yield). From a dataset of Reaction yield outcomes from USPTO patents with 853,638 reactions. The reactants are [N:1]12[CH2:8][CH2:7][C:4]([C:9]([C:17]3[CH:22]=[CH:21][CH:20]=[CH:19][CH:18]=3)([C:11]3[CH:16]=[CH:15][CH:14]=[CH:13][CH:12]=3)[OH:10])([CH2:5][CH2:6]1)[CH2:3][CH2:2]2.[Br:23][CH2:24][CH2:25][O:26][CH2:27][C:28]1[CH:35]=[CH:34][C:31]([C:32]#[N:33])=[CH:30][CH:29]=1. The catalyst is CC#N.C(Cl)(Cl)Cl. The product is [Br-:23].[C:32]([C:31]1[CH:34]=[CH:35][C:28]([CH2:27][O:26][CH2:25][CH2:24][N+:1]23[CH2:6][CH2:5][C:4]([C:9]([OH:10])([C:17]4[CH:22]=[CH:21][CH:20]=[CH:19][CH:18]=4)[C:11]4[CH:12]=[CH:13][CH:14]=[CH:15][CH:16]=4)([CH2:3][CH2:2]2)[CH2:7][CH2:8]3)=[CH:29][CH:30]=1)#[N:33]. The yield is 0.740.